This data is from Reaction yield outcomes from USPTO patents with 853,638 reactions. The task is: Predict the reaction yield, written as a fraction of the theoretical maximum amount of product (1.0 means a 100% yield; for example, 0.34 means a 34% yield). (1) The reactants are [CH3:1][S:2](Cl)(=[O:4])=[O:3].[C:6]([C:10]1[CH:11]=[C:12]([NH:25][C:26]([NH:28][C@@H:29]2[C:38]3[C:33](=[CH:34][CH:35]=[CH:36][CH:37]=3)[C@H:32]([O:39][C:40]3[CH:41]=[CH:42][C:43]4[N:44]([C:46]([N:49]5[C@H:54]([CH3:55])[CH2:53][CH2:52][CH2:51][C@@H:50]5[CH3:56])=[N:47][N:48]=4)[CH:45]=3)[CH2:31][CH2:30]2)=[O:27])[N:13]([C:15]2[CH:20]=[CH:19][CH:18]=[C:17]([O:21][CH2:22][CH2:23][OH:24])[CH:16]=2)[N:14]=1)([CH3:9])([CH3:8])[CH3:7].CCN(C(C)C)C(C)C. The catalyst is C(Cl)Cl. The product is [C:6]([C:10]1[CH:11]=[C:12]([NH:25][C:26]([NH:28][C@@H:29]2[C:38]3[C:33](=[CH:34][CH:35]=[CH:36][CH:37]=3)[C@H:32]([O:39][C:40]3[CH:41]=[CH:42][C:43]4[N:44]([C:46]([N:49]5[C@H:54]([CH3:55])[CH2:53][CH2:52][CH2:51][C@@H:50]5[CH3:56])=[N:47][N:48]=4)[CH:45]=3)[CH2:31][CH2:30]2)=[O:27])[N:13]([C:15]2[CH:16]=[C:17]([CH:18]=[CH:19][CH:20]=2)[O:21][CH2:22][CH2:23][O:24][S:2]([CH3:1])(=[O:4])=[O:3])[N:14]=1)([CH3:9])([CH3:7])[CH3:8]. The yield is 0.990. (2) The reactants are [Cl:1][C:2]1[CH:3]=[C:4]([C:8](=[N:10][OH:11])[NH2:9])[CH:5]=[CH:6][CH:7]=1.[Cl:12][CH:13]([CH3:17])[C:14](Cl)=O. The catalyst is C(Cl)Cl. The product is [Cl:12][CH:13]([C:17]1[O:11][N:10]=[C:8]([C:4]2[CH:5]=[CH:6][CH:7]=[C:2]([Cl:1])[CH:3]=2)[N:9]=1)[CH3:14]. The yield is 0.670. (3) The reactants are C(N[C@H](C1C=CC=CC=1)C)CC=C.Br[C:15]1[CH:20]=[CH:19][CH:18]=[CH:17][C:16]=1[Br:21].[C:22]1([OH:28])[CH:27]=[CH:26][CH:25]=[CH:24][CH:23]=1.C(=O)([O-])[O-].[Cs+].[Cs+]. The catalyst is CN1C(=O)CCC1.[Cu-]=O. The product is [Br:21][C:16]1[CH:17]=[CH:18][CH:19]=[C:20]([O:28][C:22]2[CH:27]=[CH:26][CH:25]=[CH:24][CH:23]=2)[CH:15]=1. The yield is 0.530. (4) The reactants are [F:1][C:2]1[C:7]([O:8][CH3:9])=[C:6]([O:10][CH3:11])[CH:5]=[CH:4][C:3]=1[C@@:12]12[CH2:20][CH2:19][C:18](=O)[CH2:17][C@@H:16]1[N:15]([CH3:22])[CH2:14][CH2:13]2.FC(F)(F)C(O)=O.[NH4+].[BH3-]C#[N:33].[Na+].[OH-].[Na+].C(O)(=O)CCC1C=CC=CC=1. The catalyst is C1COCC1.C(#N)C. The product is [F:1][C:2]1[C:7]([O:8][CH3:9])=[C:6]([O:10][CH3:11])[CH:5]=[CH:4][C:3]=1[C@@:12]12[CH2:20][CH2:19][C@@H:18]([NH2:33])[CH2:17][C@@H:16]1[N:15]([CH3:22])[CH2:14][CH2:13]2. The yield is 0.300.